Dataset: Catalyst prediction with 721,799 reactions and 888 catalyst types from USPTO. Task: Predict which catalyst facilitates the given reaction. Reactant: [F:1]/[C:2](/[CH:5]1[CH2:10][CH2:9][CH:8]([CH2:11][CH2:12][CH3:13])[CH2:7][CH2:6]1)=[CH:3]/[F:4].[Li]C(C)(C)C.[I:19]I.O. Product: [F:1]/[C:2](/[CH:5]1[CH2:10][CH2:9][CH:8]([CH2:11][CH2:12][CH3:13])[CH2:7][CH2:6]1)=[C:3](/[F:4])\[I:19]. The catalyst class is: 1.